From a dataset of Catalyst prediction with 721,799 reactions and 888 catalyst types from USPTO. Predict which catalyst facilitates the given reaction. (1) Reactant: [Br:1][C:2]1[CH:3]=[N:4][N:5]([CH3:16])[C:6]=1[C:7]1[CH:8]=[C:9]([C:13]([OH:15])=O)[S:10][C:11]=1[CH3:12].C(N(CC)C(C)C)(C)C.[NH2:26][C@@H:27]([CH2:40][CH:41]1[CH2:46][CH2:45][CH2:44][CH2:43][CH2:42]1)[CH2:28][N:29]1[C:37](=[O:38])[C:36]2[C:31](=[CH:32][CH:33]=[CH:34][CH:35]=2)[C:30]1=[O:39].CC(OC(N[C@H](C(O)=O)CC1C=CC=CC=1C(F)(F)F)=O)(C)C.F[P-](F)(F)(F)(F)F.Br[P+](N1CCCC1)(N1CCCC1)N1CCCC1. Product: [Br:1][C:2]1[CH:3]=[N:4][N:5]([CH3:16])[C:6]=1[C:7]1[CH:8]=[C:9]([C:13]([NH:26][C@H:27]([CH2:28][N:29]2[C:37](=[O:38])[C:36]3[C:31](=[CH:32][CH:33]=[CH:34][CH:35]=3)[C:30]2=[O:39])[CH2:40][CH:41]2[CH2:46][CH2:45][CH2:44][CH2:43][CH2:42]2)=[O:15])[S:10][C:11]=1[CH3:12]. The catalyst class is: 2. (2) Reactant: [NH2:1][C@H:2]1[C:11]2[C:6](=[CH:7][CH:8]=[C:9]([F:12])[CH:10]=2)[N:5]([C:13](=[O:15])[CH3:14])[C@@H:4]([CH:16]2[CH2:18][CH2:17]2)[C@@H:3]1[CH3:19].Br[C:21]1[C:22]([O:27][CH3:28])=[N:23][CH:24]=[CH:25][CH:26]=1.CN(C1C(C2C(P(C3CCCCC3)C3CCCCC3)=CC=CC=2)=CC=CC=1)C.CC(C)([O-])C.[Na+]. Product: [CH:16]1([C@H:4]2[C@H:3]([CH3:19])[C@@H:2]([NH:1][C:21]3[C:22]([O:27][CH3:28])=[N:23][CH:24]=[CH:25][CH:26]=3)[C:11]3[C:6](=[CH:7][CH:8]=[C:9]([F:12])[CH:10]=3)[N:5]2[C:13](=[O:15])[CH3:14])[CH2:18][CH2:17]1. The catalyst class is: 102. (3) Reactant: S(Cl)([Cl:3])=O.[Br:5][C:6]1[CH:15]=[CH:14][CH:13]=[C:12]2[C:7]=1[CH:8]=[CH:9][C:10]([O:18][CH3:19])=[C:11]2[CH2:16]O.N1C=CC=CC=1. Product: [Br:5][C:6]1[CH:15]=[CH:14][CH:13]=[C:12]2[C:7]=1[CH:8]=[CH:9][C:10]([O:18][CH3:19])=[C:11]2[CH2:16][Cl:3]. The catalyst class is: 326. (4) Reactant: [Br:1][C:2]1[CH:3]=[CH:4][C:5]([O:12][CH3:13])=[C:6]([S:8](Cl)(=[O:10])=[O:9])[CH:7]=1.[CH3:14][C:15]1[CH:19]=[C:18]([NH2:20])[O:17][N:16]=1.O. Product: [Br:1][C:2]1[CH:3]=[CH:4][C:5]([O:12][CH3:13])=[C:6]([S:8]([NH:20][C:18]2[O:17][N:16]=[C:15]([CH3:14])[CH:19]=2)(=[O:10])=[O:9])[CH:7]=1. The catalyst class is: 377. (5) Reactant: [O:1]=[C:2]1[C:7]2[CH:8]=[C:9]([C:11]3[CH:12]=[CH:13][CH:14]=[C:15]4[C:20]=3[N:19]=[C:18]([O:21][CH:22]3[CH2:27][CH2:26][N:25](C(OC(C)(C)C)=O)[CH2:24][CH2:23]3)[CH:17]=[CH:16]4)[NH:10][C:6]=2[CH2:5][CH2:4][NH:3]1.[C:35]([OH:41])([C:37]([F:40])([F:39])[F:38])=[O:36]. Product: [F:38][C:37]([F:40])([F:39])[C:35]([OH:41])=[O:36].[NH:25]1[CH2:24][CH2:23][CH:22]([O:21][C:18]2[CH:17]=[CH:16][C:15]3[C:20](=[C:11]([C:9]4[NH:10][C:6]5[CH2:5][CH2:4][NH:3][C:2](=[O:1])[C:7]=5[CH:8]=4)[CH:12]=[CH:13][CH:14]=3)[N:19]=2)[CH2:27][CH2:26]1. The catalyst class is: 2. (6) Reactant: [Cl:1][CH2:2][C:3](N(C)C)=[O:4].O=P(Cl)(Cl)Cl.[CH:13]1[C:23]2=[C:24]3[C:19](=[CH:20][CH:21]=[CH:22]2)[CH2:18][CH2:17][CH2:16][N:15]3[CH:14]=1.[OH-].[Na+]. Product: [Cl:1][CH2:2][C:3]([C:13]1[C:23]2=[C:24]3[C:19](=[CH:20][CH:21]=[CH:22]2)[CH2:18][CH2:17][CH2:16][N:15]3[CH:14]=1)=[O:4]. The catalyst class is: 2. (7) Reactant: [Br:1][C:2]1[CH:3]=[CH:4][C:5]([NH:9][CH:10]2[CH2:15][CH2:14][O:13][CH2:12][CH2:11]2)=[C:6]([CH:8]=1)[NH2:7].[C:16]([Cl:19])(=O)[CH3:17]. Product: [ClH:19].[Br:1][C:2]1[CH:3]=[CH:4][C:5]2[N:9]([CH:10]3[CH2:15][CH2:14][O:13][CH2:12][CH2:11]3)[C:16]([CH3:17])=[N:7][C:6]=2[CH:8]=1. The catalyst class is: 11. (8) Reactant: [C@H:1]1([NH2:11])[C:10]2[C:5](=[CH:6][CH:7]=[CH:8][CH:9]=2)[CH2:4][CH2:3][CH2:2]1.[F:12][C:13]([F:24])([F:23])[C:14](O[C:14](=[O:15])[C:13]([F:24])([F:23])[F:12])=[O:15]. Product: [F:12][C:13]([F:24])([F:23])[C:14]([NH:11][C@H:1]1[C:10]2[C:5](=[CH:6][CH:7]=[CH:8][CH:9]=2)[CH2:4][CH2:3][CH2:2]1)=[O:15]. The catalyst class is: 2. (9) Reactant: C([O:4][C:5](=[O:7])[CH3:6])(=[O:3])C.[C:8]1(=[O:14])[O:13][C:11](=[O:12])[CH2:10][CH2:9]1.[C:15]([O-:18])(=[O:17])[CH3:16].[Na+].O. Product: [CH3:10][CH:9]([OH:3])[CH2:8][OH:14].[CH3:16][C:15]([OH:18])=[O:17].[CH3:11][OH:12].[CH2:6]([C:5]([OH:4])=[O:7])[CH2:10][C:11]([OH:13])=[O:12]. The catalyst class is: 15. (10) Reactant: [F:1][C:2]1[N:7]=[CH:6][C:5]([NH2:8])=[CH:4][CH:3]=1.C(N(CC)CC)C.[CH:16]1([C:20](Cl)=[O:21])[CH2:19][CH2:18][CH2:17]1.O. Product: [F:1][C:2]1[N:7]=[CH:6][C:5]([NH:8][C:20]([CH:16]2[CH2:19][CH2:18][CH2:17]2)=[O:21])=[CH:4][CH:3]=1. The catalyst class is: 4.